This data is from Reaction yield outcomes from USPTO patents with 853,638 reactions. The task is: Predict the reaction yield, written as a fraction of the theoretical maximum amount of product (1.0 means a 100% yield; for example, 0.34 means a 34% yield). The reactants are [OH:1][C:2]1[CH:11]=[CH:10][C:9]2[C:4](=[CH:5][CH:6]=[C:7](B3OC(C)(C)C(C)(C)O3)[CH:8]=2)[C:3]=1[CH:21]=[O:22].[CH3:23][O:24][C:25]([C:27]1[S:28][C:29](Br)=[C:30]([CH3:32])[CH:31]=1)=[O:26].C(=O)([O-])[O-].[Na+].[Na+]. The catalyst is CN(C=O)C.O.C1C=CC([P]([Pd]([P](C2C=CC=CC=2)(C2C=CC=CC=2)C2C=CC=CC=2)([P](C2C=CC=CC=2)(C2C=CC=CC=2)C2C=CC=CC=2)[P](C2C=CC=CC=2)(C2C=CC=CC=2)C2C=CC=CC=2)(C2C=CC=CC=2)C2C=CC=CC=2)=CC=1. The product is [CH3:23][O:24][C:25]([C:27]1[S:28][C:29]([C:7]2[CH:6]=[CH:5][C:4]3[C:9](=[CH:10][CH:11]=[C:2]([OH:1])[C:3]=3[CH:21]=[O:22])[CH:8]=2)=[C:30]([CH3:32])[CH:31]=1)=[O:26]. The yield is 0.960.